From a dataset of Catalyst prediction with 721,799 reactions and 888 catalyst types from USPTO. Predict which catalyst facilitates the given reaction. (1) Reactant: [Br:1][C:2]1[CH:7]=[CH:6][C:5](/[C:8](=[N:22]\[O:23][CH2:24][CH3:25])/[CH:9]2[CH2:14][CH2:13][N:12]([C:15]3([CH3:21])[CH2:20][CH2:19][NH:18][CH2:17][CH2:16]3)[CH2:11][CH2:10]2)=[CH:4][CH:3]=1.[CH3:26][C:27]1[CH:28]=[N:29][C:30]2[C:35]([C:36]=1[C:37](O)=[O:38])=[CH:34][CH:33]=[CH:32][CH:31]=2.CCN(CC)CC.CN(C(ON1N=NC2C=CC=NC1=2)=[N+](C)C)C.F[P-](F)(F)(F)(F)F. Product: [Br:1][C:2]1[CH:7]=[CH:6][C:5](/[C:8](=[N:22]\[O:23][CH2:24][CH3:25])/[CH:9]2[CH2:10][CH2:11][N:12]([C:15]3([CH3:21])[CH2:20][CH2:19][N:18]([C:37]([C:36]4[C:35]5[C:30](=[CH:31][CH:32]=[CH:33][CH:34]=5)[N:29]=[CH:28][C:27]=4[CH3:26])=[O:38])[CH2:17][CH2:16]3)[CH2:13][CH2:14]2)=[CH:4][CH:3]=1. The catalyst class is: 3. (2) Reactant: [F:1][C:2]1[CH:3]=[C:4]([S:9]([OH:11])=[O:10])[CH:5]=[CH:6][C:7]=1[F:8].[Cl:12][CH2:13][CH2:14][CH2:15]I.C(N(C(C)C)C(C)C)C.O. Product: [Cl:12][CH2:13][CH2:14][CH2:15][S:9]([C:4]1[CH:5]=[CH:6][C:7]([F:8])=[C:2]([F:1])[CH:3]=1)(=[O:11])=[O:10]. The catalyst class is: 9. (3) Reactant: [C:1]([O:5][C:6]([N:8]1[CH2:13][CH:12]2[CH2:14][CH:9]1[CH2:10][N:11]2[C:15]1[N:20]2[CH:21]=[CH:22][N:23]=[C:19]2[CH:18]=[C:17]([C:24]2[CH:29]=[CH:28][N:27]=[C:26](Cl)[CH:25]=2)[N:16]=1)=[O:7])([CH3:4])([CH3:3])[CH3:2].[CH2:31]([NH2:38])[C:32]1[CH:37]=[CH:36][CH:35]=[CH:34][CH:33]=1.C1C=CC(P(C2C(C3C(P(C4C=CC=CC=4)C4C=CC=CC=4)=CC=C4C=3C=CC=C4)=C3C(C=CC=C3)=CC=2)C2C=CC=CC=2)=CC=1.CC(C)([O-])C.[Na+]. Product: [C:1]([O:5][C:6]([N:8]1[CH2:13][CH:12]2[CH2:14][CH:9]1[CH2:10][N:11]2[C:15]1[N:20]2[CH:21]=[CH:22][N:23]=[C:19]2[CH:18]=[C:17]([C:24]2[CH:29]=[CH:28][N:27]=[C:26]([NH:38][CH2:31][C:32]3[CH:37]=[CH:36][CH:35]=[CH:34][CH:33]=3)[CH:25]=2)[N:16]=1)=[O:7])([CH3:4])([CH3:3])[CH3:2]. The catalyst class is: 164. (4) Reactant: Br[C:2]1[CH:3]=[N:4][CH:5]=[CH:6][CH:7]=1.C([Li])CCC.[CH3:13][Sn:14](Cl)([CH3:16])[CH3:15]. Product: [CH3:13][Sn:14]([CH3:16])([CH3:15])[C:2]1[CH:3]=[N:4][CH:5]=[CH:6][CH:7]=1. The catalyst class is: 27. (5) Reactant: C(OC([NH:8][C:9]1[CH:14]=[CH:13][N:12]=[CH:11][C:10]=1[NH:15][C:16](=[O:25])[C:17]1[CH:22]=[CH:21][C:20]([O:23][CH3:24])=[CH:19][CH:18]=1)=O)(C)(C)C.FC(F)(F)C(O)=O. Product: [CH3:24][O:23][C:20]1[CH:19]=[CH:18][C:17]([C:16]([NH:15][C:10]2[CH:11]=[N:12][CH:13]=[CH:14][C:9]=2[NH2:8])=[O:25])=[CH:22][CH:21]=1. The catalyst class is: 2. (6) Reactant: CI.[Br:3][C:4]1[CH:12]=[CH:11][C:7]([C:8]([OH:10])=[O:9])=[C:6]([F:13])[CH:5]=1.[C:14](=O)([O-])[O-].[Na+].[Na+].C(OCC)(=O)C. Product: [Br:3][C:4]1[CH:12]=[CH:11][C:7]([C:8]([O:10][CH3:14])=[O:9])=[C:6]([F:13])[CH:5]=1. The catalyst class is: 9. (7) Reactant: C([N-]C(C)C)(C)C.[Li+].[C:9]([OH:12])(=[O:11])[CH3:10].[CH3:13][CH:14]([C:16](=[O:20])[CH:17]([CH3:19])[CH3:18])[CH3:15]. Product: [OH:20][C:16]([CH:17]([CH3:19])[CH3:18])([CH:14]([CH3:15])[CH3:13])[CH2:10][C:9]([OH:12])=[O:11]. The catalyst class is: 1. (8) Reactant: C1(O)C=CC=CC=1.[Br:8][C:9]1[CH:10]=[N:11][N:12]2[CH:17]=[C:16]([C:18]3[CH:23]=[CH:22][C:21]([O:24][CH2:25][CH2:26][N:27]4[CH2:32]CCC[CH2:28]4)=[CH:20][CH:19]=3)[CH:15]=[N:14][C:13]=12.C([O-])([O-])=O.[Cs+].[Cs+].[Na+].[I-]. Product: [Br:8][C:9]1[CH:10]=[N:11][N:12]2[CH:17]=[C:16]([C:18]3[CH:23]=[CH:22][C:21]([O:24][CH2:25][CH2:26][N:27]([CH3:32])[CH3:28])=[CH:20][CH:19]=3)[CH:15]=[N:14][C:13]=12. The catalyst class is: 136.